Task: Predict the product of the given reaction.. Dataset: Forward reaction prediction with 1.9M reactions from USPTO patents (1976-2016) (1) Given the reactants [NH2:1][C:2]1[CH:3]=[C:4]([C:8]2[C:17]3[C:12](=[C:13]([C:18]([F:21])([F:20])[F:19])[CH:14]=[CH:15][CH:16]=3)[N:11]=[CH:10][C:9]=2[C:22]#[N:23])[CH:5]=[CH:6][CH:7]=1.[Cl:24][C:25]1[CH:30]=[CH:29][CH:28]=[CH:27][C:26]=1[N:31]=[C:32]=[O:33], predict the reaction product. The product is: [Cl:24][C:25]1[CH:30]=[CH:29][CH:28]=[CH:27][C:26]=1[NH:31][C:32]([NH:1][C:2]1[CH:7]=[CH:6][CH:5]=[C:4]([C:8]2[C:17]3[C:12](=[C:13]([C:18]([F:21])([F:19])[F:20])[CH:14]=[CH:15][CH:16]=3)[N:11]=[CH:10][C:9]=2[C:22]#[N:23])[CH:3]=1)=[O:33]. (2) Given the reactants [CH:1]([C@H:14]1[O:19][CH2:18][C@@H:17]([NH2:20])[CH2:16][CH2:15]1)([C:8]1[CH:13]=[CH:12][CH:11]=[CH:10][CH:9]=1)[C:2]1[CH:7]=[CH:6][CH:5]=[CH:4][CH:3]=1.[CH:21](=O)[C:22]1[CH:27]=[CH:26][CH:25]=[CH:24][CH:23]=1.C(O)(=O)C.[BH3-]C#N.[Na+], predict the reaction product. The product is: [CH:1]([C@H:14]1[O:19][CH2:18][C@@H:17]([NH:20][CH2:21][C:22]2[CH:27]=[CH:26][CH:25]=[CH:24][CH:23]=2)[CH2:16][CH2:15]1)([C:8]1[CH:13]=[CH:12][CH:11]=[CH:10][CH:9]=1)[C:2]1[CH:3]=[CH:4][CH:5]=[CH:6][CH:7]=1. (3) Given the reactants [C:1]([C:5]1[CH:6]=[C:7]2[C:11](=[CH:12][CH:13]=1)[N:10]([CH:14]1[CH2:19][CH2:18][CH2:17][CH2:16][O:15]1)[N:9]=[CH:8]2)#[C:2][CH2:3][CH3:4].I[C:21]1[CH:26]=[CH:25][CH:24]=[CH:23][CH:22]=1.[CH:27]([C:29]1[CH:30]=[C:31]2[C:36](=[CH:37][CH:38]=1)[CH:35]=[C:34](B(O)O)[CH:33]=[CH:32]2)=[O:28], predict the reaction product. The product is: [C:21]1(/[C:2](/[CH2:3][CH3:4])=[C:1](\[C:34]2[CH:35]=[C:36]3[C:31](=[CH:32][CH:33]=2)[CH:30]=[C:29]([CH:27]=[O:28])[CH:38]=[CH:37]3)/[C:5]2[CH:6]=[C:7]3[C:11](=[CH:12][CH:13]=2)[N:10]([CH:14]2[CH2:19][CH2:18][CH2:17][CH2:16][O:15]2)[N:9]=[CH:8]3)[CH:26]=[CH:25][CH:24]=[CH:23][CH:22]=1. (4) Given the reactants [O:1]=[C:2]1[C:10]2[C:5](=[CH:6][CH:7]=[CH:8][CH:9]=2)[C:4](=[O:11])[N:3]1[C:12]1[C:16]2[CH:17]=[N:18][C:19]([NH:21][C:22]([NH:24][C@@H:25]([C:27]3[CH:32]=[CH:31][CH:30]=[CH:29][CH:28]=3)[CH3:26])=[O:23])=[CH:20][C:15]=2[N:14](C(C2C=CC=CC=2)(C2C=CC=CC=2)C2C=CC=CC=2)[N:13]=1.C(O)(C(F)(F)F)=O.C([SiH](CC)CC)C, predict the reaction product. The product is: [O:1]=[C:2]1[C:10]2[C:5](=[CH:6][CH:7]=[CH:8][CH:9]=2)[C:4](=[O:11])[N:3]1[C:12]1[C:16]2[CH:17]=[N:18][C:19]([NH:21][C:22]([NH:24][C@@H:25]([C:27]3[CH:32]=[CH:31][CH:30]=[CH:29][CH:28]=3)[CH3:26])=[O:23])=[CH:20][C:15]=2[NH:14][N:13]=1.